Dataset: Forward reaction prediction with 1.9M reactions from USPTO patents (1976-2016). Task: Predict the product of the given reaction. (1) Given the reactants [NH2:1][C:2]1[S:3][CH:4]=[CH:5][N:6]=1.[I:7][C:8]1[CH:13]=[CH:12][C:11]([S:14](Cl)(=[O:16])=[O:15])=[CH:10][CH:9]=1.N1C=CC=CC=1.C(Cl)Cl, predict the reaction product. The product is: [I:7][C:8]1[CH:13]=[CH:12][C:11]([S:14]([NH:1][C:2]2[S:3][CH:4]=[CH:5][N:6]=2)(=[O:16])=[O:15])=[CH:10][CH:9]=1. (2) Given the reactants I[C:2]1[CH:7]=[CH:6][C:5]([NH:8][S:9]([CH3:12])(=[O:11])=[O:10])=[CH:4][CH:3]=1.[CH3:13][O:14][C:15]1[CH:20]=[CH:19][C:18]([OH:21])=[CH:17][CH:16]=1.C([O-])([O-])=O.[Cs+].[Cs+].Cl.CN(C)CC(O)=O, predict the reaction product. The product is: [CH3:13][O:14][C:15]1[CH:20]=[CH:19][C:18]([O:21][C:2]2[CH:7]=[CH:6][C:5]([NH:8][S:9]([CH3:12])(=[O:11])=[O:10])=[CH:4][CH:3]=2)=[CH:17][CH:16]=1. (3) The product is: [C:32]([NH:1][C:2]([C:26]1[CH:31]=[CH:30][CH:29]=[CH:28][CH:27]=1)([C:20]1[CH:25]=[CH:24][CH:23]=[CH:22][CH:21]=1)[C:3]([O:5][CH2:6][CH:7]1[CH2:12][CH2:11][N:10]([C:13]([O:15][C:16]([CH3:19])([CH3:17])[CH3:18])=[O:14])[CH2:9][CH2:8]1)=[O:4])(=[O:34])[CH3:33]. Given the reactants [NH2:1][C:2]([C:26]1[CH:31]=[CH:30][CH:29]=[CH:28][CH:27]=1)([C:20]1[CH:25]=[CH:24][CH:23]=[CH:22][CH:21]=1)[C:3]([O:5][CH2:6][CH:7]1[CH2:12][CH2:11][N:10]([C:13]([O:15][C:16]([CH3:19])([CH3:18])[CH3:17])=[O:14])[CH2:9][CH2:8]1)=[O:4].[C:32](OC(=O)C)(=[O:34])[CH3:33], predict the reaction product. (4) Given the reactants [Cl:1][C:2]1[CH:3]=[N:4][C:5]2[N:6]([N:8]=[C:9]([C:11]([OH:13])=O)[CH:10]=2)[CH:7]=1.[F:14][C:15]1[CH:16]=[CH:17][CH:18]=[C:19]2[C:24]=1[CH:23]([CH2:25][CH3:26])[NH:22][CH2:21][CH2:20]2, predict the reaction product. The product is: [Cl:1][C:2]1[CH:3]=[N:4][C:5]2[N:6]([N:8]=[C:9]([C:11]([N:22]3[CH2:21][CH2:20][C:19]4[C:24](=[C:15]([F:14])[CH:16]=[CH:17][CH:18]=4)[CH:23]3[CH2:25][CH3:26])=[O:13])[CH:10]=2)[CH:7]=1. (5) Given the reactants [Si]([O:18][CH:19]1[CH2:22][N:21]([C:23]2[S:24][CH:25]=[C:26]([C:28](=[O:47])[N:29]([CH:44]([CH3:46])[CH3:45])[CH2:30][C:31]([O:33][CH2:34][C:35]3[CH:40]=[CH:39][C:38]([N+:41]([O-:43])=[O:42])=[CH:37][CH:36]=3)=[O:32])[N:27]=2)[CH2:20]1)(C(C)(C)C)(C1C=CC=CC=1)C1C=CC=CC=1.C(O)(=O)C.[F-].C([N+](CCCC)(CCCC)CCCC)CCC, predict the reaction product. The product is: [OH:18][CH:19]1[CH2:22][N:21]([C:23]2[S:24][CH:25]=[C:26]([C:28](=[O:47])[N:29]([CH:44]([CH3:45])[CH3:46])[CH2:30][C:31]([O:33][CH2:34][C:35]3[CH:40]=[CH:39][C:38]([N+:41]([O-:43])=[O:42])=[CH:37][CH:36]=3)=[O:32])[N:27]=2)[CH2:20]1.